This data is from Retrosynthesis with 50K atom-mapped reactions and 10 reaction types from USPTO. The task is: Predict the reactants needed to synthesize the given product. (1) Given the product O=C(NC(CCCc1ccccc1)CCCc1ccccc1)C1CCN(C(=O)C2CCCCN2)CC1, predict the reactants needed to synthesize it. The reactants are: CC(C)(C)OC(=O)N1CCCCC1C(=O)N1CCC(C(=O)NC(CCCc2ccccc2)CCCc2ccccc2)CC1. (2) The reactants are: COC(=O)c1cc(OC)c(S(C)(=O)=O)cc1Br. Given the product COC(=O)c1ccc(S(C)(=O)=O)c(OC)c1, predict the reactants needed to synthesize it.